From a dataset of Full USPTO retrosynthesis dataset with 1.9M reactions from patents (1976-2016). Predict the reactants needed to synthesize the given product. The reactants are: [CH3:1][C:2]([CH3:39])([CH2:37][CH3:38])[CH2:3][C:4]1[N:8]([CH3:9])[C:7]([CH:10]([N:25](C)[C:26](=O)OCC2C=CC=CC=2)[CH2:11][C:12]2[CH:17]=[CH:16][C:15]([C:18]3[CH:23]=[CH:22][C:21]([F:24])=[CH:20][N:19]=3)=[CH:14][CH:13]=2)=[N:6][CH:5]=1. Given the product [CH3:1][C:2]([CH3:39])([CH2:37][CH3:38])[CH2:3][C:4]1[N:8]([CH3:9])[C:7]([CH:10]([NH:25][CH3:26])[CH2:11][C:12]2[CH:17]=[CH:16][C:15]([C:18]3[CH:23]=[CH:22][C:21]([F:24])=[CH:20][N:19]=3)=[CH:14][CH:13]=2)=[N:6][CH:5]=1, predict the reactants needed to synthesize it.